This data is from Forward reaction prediction with 1.9M reactions from USPTO patents (1976-2016). The task is: Predict the product of the given reaction. (1) Given the reactants [C:1]([O:5][C:6](=[O:18])[NH:7][C@H:8]([C:11]1[CH:16]=[CH:15][C:14]([OH:17])=[CH:13][CH:12]=1)[CH2:9][OH:10])([CH3:4])([CH3:3])[CH3:2].[CH3:19][C@@H:20]([CH2:23][CH3:24])[CH2:21]Br.C([O-])([O-])=O.[Cs+].[Cs+].[NH4+].[Cl-], predict the reaction product. The product is: [C:1]([O:5][C:6](=[O:18])[NH:7][C@H:8]([C:11]1[CH:16]=[CH:15][C:14]([O:17][CH2:19][C@@H:20]([CH3:21])[CH2:23][CH3:24])=[CH:13][CH:12]=1)[CH2:9][OH:10])([CH3:4])([CH3:2])[CH3:3]. (2) Given the reactants Br[C:2]1[C:11]2[C:6](=[CH:7][C:8]([C:12]3[CH:17]=[CH:16][C:15]([O:18][CH3:19])=[CH:14][CH:13]=3)=[CH:9][CH:10]=2)[CH:5]=[CH:4][C:3]=1[O:20][CH3:21].[C:22]([Cu])#[N:23].CN(C=O)C, predict the reaction product. The product is: [CH3:21][O:20][C:3]1[CH:4]=[CH:5][C:6]2[C:11](=[CH:10][CH:9]=[C:8]([C:12]3[CH:17]=[CH:16][C:15]([O:18][CH3:19])=[CH:14][CH:13]=3)[CH:7]=2)[C:2]=1[C:22]#[N:23]. (3) Given the reactants CC1(C)[O:6][C@H:5]([CH2:7][N:8]2[CH:12]=[CH:11][C:10]([NH:13][C:14](=[O:34])[C@@H:15]([N:20]3[CH2:24][C:23]([O:25][C:26]4[CH:31]=[CH:30][CH:29]=[CH:28][C:27]=4[Cl:32])=[CH:22][C:21]3=[O:33])[CH2:16][CH:17]([CH3:19])[CH3:18])=[N:9]2)[CH2:4][O:3]1.Cl.O, predict the reaction product. The product is: [OH:6][C@@H:5]([CH2:4][OH:3])[CH2:7][N:8]1[CH:12]=[CH:11][C:10]([NH:13][C:14](=[O:34])[C@@H:15]([N:20]2[CH2:24][C:23]([O:25][C:26]3[CH:31]=[CH:30][CH:29]=[CH:28][C:27]=3[Cl:32])=[CH:22][C:21]2=[O:33])[CH2:16][CH:17]([CH3:19])[CH3:18])=[N:9]1.